From a dataset of Forward reaction prediction with 1.9M reactions from USPTO patents (1976-2016). Predict the product of the given reaction. (1) Given the reactants [NH2:1][CH:2]1[CH2:7][CH2:6][N:5]([CH2:8][CH2:9][N:10]2[C:15]3[CH:16]=[C:17]([F:20])[CH:18]=[CH:19][C:14]=3[O:13][CH2:12][C:11]2=[O:21])[CH2:4][CH2:3]1.[O:22]=[C:23]1[CH2:28][O:27][C:26]2[CH:29]=[CH:30][C:31](C=O)=[N:32][C:25]=2[NH:24]1.[C:35]([BH3-])#N.[Na+], predict the reaction product. The product is: [F:20][C:17]1[CH:18]=[CH:19][C:14]2[O:13][CH2:12][C:11](=[O:21])[N:10]([CH2:9][CH2:8][N:5]3[CH2:4][CH2:3][CH:2]([NH:1][CH2:35][N:24]4[C:23](=[O:22])[CH2:28][O:27][C:26]5[CH:29]=[CH:30][CH:31]=[N:32][C:25]4=5)[CH2:7][CH2:6]3)[C:15]=2[CH:16]=1. (2) Given the reactants [C:1]([O:5][C:6]([N:8]([CH2:22][CH:23]1[CH2:25][CH2:24]1)[C@@H:9]1[CH2:11][C@H:10]1[C:12]1[CH:13]=[C:14]([CH:18]=[CH:19][C:20]=1[F:21])[C:15](O)=[O:16])=[O:7])([CH3:4])([CH3:3])[CH3:2].Cl.[F:27][C:28]1([F:33])[CH2:31][CH:30]([NH2:32])[CH2:29]1.F[P-](F)(F)(F)(F)F.N1(OC(N(C)C)=[N+](C)C)C2N=CC=CC=2N=N1.C(=O)([O-])O.[Na+], predict the reaction product. The product is: [CH:23]1([CH2:22][N:8]([C@@H:9]2[CH2:11][C@H:10]2[C:12]2[CH:13]=[C:14]([C:15](=[O:16])[NH:32][CH:30]3[CH2:31][C:28]([F:33])([F:27])[CH2:29]3)[CH:18]=[CH:19][C:20]=2[F:21])[C:6](=[O:7])[O:5][C:1]([CH3:3])([CH3:2])[CH3:4])[CH2:24][CH2:25]1. (3) The product is: [C:1]([O:5][C:6]([C:8]1([CH2:27][CH2:28][CH2:29][CH2:30][B:34]2[O:35][C:36]([CH3:38])([CH3:37])[C:32]([CH3:39])([CH3:31])[O:33]2)[CH:12]([CH2:13][CH3:14])[O:11][C:10]([C:15]2[CH:16]=[CH:17][CH:18]=[CH:19][CH:20]=2)([C:21]2[CH:22]=[CH:23][CH:24]=[CH:25][CH:26]=2)[NH:9]1)=[O:7])([CH3:4])([CH3:3])[CH3:2]. Given the reactants [C:1]([O:5][C:6]([C:8]1([CH2:27][CH2:28][CH:29]=[CH2:30])[CH:12]([CH2:13][CH3:14])[O:11][C:10]([C:21]2[CH:26]=[CH:25][CH:24]=[CH:23][CH:22]=2)([C:15]2[CH:20]=[CH:19][CH:18]=[CH:17][CH:16]=2)[NH:9]1)=[O:7])([CH3:4])([CH3:3])[CH3:2].[CH3:31][C:32]1([CH3:39])[C:36]([CH3:38])([CH3:37])[O:35][BH:34][O:33]1, predict the reaction product.